From a dataset of Catalyst prediction with 721,799 reactions and 888 catalyst types from USPTO. Predict which catalyst facilitates the given reaction. (1) Reactant: [C:1]([NH2:9])(=[O:8])[C:2]1[CH:7]=[CH:6][N:5]=[CH:4][CH:3]=1.[OH:10]O. Product: [N+:5]1([O-:10])[CH:6]=[CH:7][C:2]([C:1]([NH2:9])=[O:8])=[CH:3][CH:4]=1. The catalyst class is: 15. (2) Reactant: C(OC([N:8]1[CH2:12][CH2:11][CH2:10][CH:9]1[C:13](=[O:32])[NH:14][C:15]1[CH:20]=[CH:19][C:18]([C:21]2[CH:26]=[CH:25][CH:24]=[CH:23][C:22]=2[S:27]([CH3:30])(=[O:29])=[O:28])=[CH:17][C:16]=1[F:31])=O)(C)(C)C.FC(F)(F)C(O)=O. Product: [F:31][C:16]1[CH:17]=[C:18]([C:21]2[CH:26]=[CH:25][CH:24]=[CH:23][C:22]=2[S:27]([CH3:30])(=[O:28])=[O:29])[CH:19]=[CH:20][C:15]=1[NH:14][C:13]([CH:9]1[CH2:10][CH2:11][CH2:12][NH:8]1)=[O:32]. The catalyst class is: 2. (3) Reactant: C(=O)([O-])[O-].[K+].[K+].[ClH:7].C([S:11][CH:12]1[CH2:17][CH2:16][N:15]([CH:18]([C:24]2[CH:29]=[CH:28][CH:27]=[CH:26][C:25]=2[F:30])[C:19]([CH:21]2[CH2:23][CH2:22]2)=[O:20])[CH2:14]/[C:13]/1=[CH:31]\[C:32]1[N:36]([CH2:37][C:38]([O:40][CH3:41])=[O:39])[N:35]=[N:34][N:33]=1)(=O)C. Product: [ClH:7].[CH:21]1([C:19](=[O:20])[CH:18]([N:15]2[CH2:16][CH2:17][CH:12]([SH:11])/[C:13](=[CH:31]/[C:32]3[N:36]([CH2:37][C:38]([O:40][CH3:41])=[O:39])[N:35]=[N:34][N:33]=3)/[CH2:14]2)[C:24]2[CH:29]=[CH:28][CH:27]=[CH:26][C:25]=2[F:30])[CH2:23][CH2:22]1. The catalyst class is: 5. (4) Reactant: [CH3:1][C@@H:2]1[NH:7][CH2:6][CH2:5][N:4]([C:8]([O:10][C:11]([CH3:14])([CH3:13])[CH3:12])=[O:9])[CH2:3]1.[Cl:15][C:16]1[CH:21]=[CH:20][C:19]([S:22](Cl)(=[O:24])=[O:23])=[CH:18][CH:17]=1. Product: [Cl:15][C:16]1[CH:21]=[CH:20][C:19]([S:22]([N:7]2[CH2:6][CH2:5][N:4]([C:8]([O:10][C:11]([CH3:13])([CH3:12])[CH3:14])=[O:9])[CH2:3][C@@H:2]2[CH3:1])(=[O:24])=[O:23])=[CH:18][CH:17]=1. The catalyst class is: 17. (5) Reactant: [F:1][C:2]1[CH:7]=[C:6]([F:8])[CH:5]=[CH:4][C:3]=1[NH:9][S:10]([CH:13]([CH3:15])[CH3:14])(=[O:12])=[O:11].C([Li])CCC.CN(C)[CH:23]=[O:24].O. Product: [F:1][C:2]1[C:7]([CH:23]=[O:24])=[C:6]([F:8])[CH:5]=[CH:4][C:3]=1[NH:9][S:10]([CH:13]([CH3:15])[CH3:14])(=[O:12])=[O:11]. The catalyst class is: 7. (6) Reactant: [CH2:1]([O:4][C:5]1[C:16]([O:17][CH3:18])=[C:15]([NH:19][C:20](=[O:61])[C:21]2[CH:26]=[CH:25][C:24]([NH:27][C:28]([C:30]3[CH:35]=[CH:34][C:33]([NH:36][C:37](=[O:54])[C@@H:38]([NH:42][C:43](=[O:53])[C:44]4[CH:49]=[CH:48][C:47]([N+:50]([O-])=O)=[CH:46][CH:45]=4)[CH2:39][C:40]#[N:41])=[CH:32][N:31]=3)=[O:29])=[C:23]([O:55][CH3:56])[C:22]=2[O:57][CH2:58][CH:59]=[CH2:60])[CH:14]=[CH:13][C:6]=1[C:7]([O:9][CH2:10][CH:11]=[CH2:12])=[O:8])[CH:2]=[CH2:3].Cl[Sn]Cl.O. Product: [CH2:1]([O:4][C:5]1[C:16]([O:17][CH3:18])=[C:15]([NH:19][C:20](=[O:61])[C:21]2[CH:26]=[CH:25][C:24]([NH:27][C:28]([C:30]3[CH:35]=[CH:34][C:33]([NH:36][C:37](=[O:54])[C@@H:38]([NH:42][C:43](=[O:53])[C:44]4[CH:49]=[CH:48][C:47]([NH2:50])=[CH:46][CH:45]=4)[CH2:39][C:40]#[N:41])=[CH:32][N:31]=3)=[O:29])=[C:23]([O:55][CH3:56])[C:22]=2[O:57][CH2:58][CH:59]=[CH2:60])[CH:14]=[CH:13][C:6]=1[C:7]([O:9][CH2:10][CH:11]=[CH2:12])=[O:8])[CH:2]=[CH2:3]. The catalyst class is: 14. (7) Reactant: [N+:1]([C:4]1[CH:5]=[C:6]2[C:10](=[CH:11][CH:12]=1)[NH:9][C:8](=[O:13])[C:7]2=[O:14])([O-:3])=[O:2].[N+:15]([CH3:18])([O-:17])=[O:16]. Product: [OH:14][C:7]1([CH2:18][N+:15]([O-:17])=[O:16])[C:6]2[C:10](=[CH:11][CH:12]=[C:4]([N+:1]([O-:3])=[O:2])[CH:5]=2)[NH:9][C:8]1=[O:13]. The catalyst class is: 6. (8) Product: [CH:1]1([N:6]2[C:10]3[N:11]=[C:12]([NH:15][C:16]4[CH:25]=[CH:24][C:23]5[CH2:22][N:21]([C:31](=[O:30])[CH2:32][OH:33])[CH2:20][CH2:19][C:18]=5[N:17]=4)[N:13]=[CH:14][C:9]=3[C:8]3[CH:26]=[CH:27][N:28]=[CH:29][C:7]2=3)[CH2:2][CH2:3][CH2:4][CH2:5]1. Reactant: [CH:1]1([N:6]2[C:10]3[N:11]=[C:12]([NH:15][C:16]4[CH:25]=[CH:24][C:23]5[CH2:22][NH:21][CH2:20][CH2:19][C:18]=5[N:17]=4)[N:13]=[CH:14][C:9]=3[C:8]3[CH:26]=[CH:27][N:28]=[CH:29][C:7]2=3)[CH2:5][CH2:4][CH2:3][CH2:2]1.[OH:30][CH2:31][C:32](O)=[O:33].C(Cl)CCl.ON1C2C=CC=CC=2N=N1.C(N(CC)C(C)C)(C)C. The catalyst class is: 3. (9) Reactant: [CH3:1][C:2]1([CH3:11])[O:6][C@@H:5]2[CH:7]=[CH:8][C@H:9](O)[C@@H:4]2[O:3]1.C1(P(C2C=CC=CC=2)C2C=CC=CC=2)C=CC=CC=1.[F:31][C:32]1[C:37]2[N:38]=[CH:39][NH:40][C:36]=2[C:35]([F:41])=[CH:34][N:33]=1.CC(OC(/N=N/C(OC(C)C)=O)=O)C. Product: [CH3:1][C:2]1([CH3:11])[O:6][C@@H:5]2[CH:7]=[CH:8][C@@H:9]([N:40]3[C:36]4[C:35]([F:41])=[CH:34][N:33]=[C:32]([F:31])[C:37]=4[N:38]=[CH:39]3)[C@@H:4]2[O:3]1.[CH3:1][C:2]1([CH3:11])[O:6][C@@H:5]2[CH:7]=[CH:8][C@@H:9]([N:38]3[C:37]4[C:32]([F:31])=[N:33][CH:34]=[C:35]([F:41])[C:36]=4[N:40]=[CH:39]3)[C@@H:4]2[O:3]1. The catalyst class is: 1.